Dataset: Full USPTO retrosynthesis dataset with 1.9M reactions from patents (1976-2016). Task: Predict the reactants needed to synthesize the given product. (1) Given the product [C:39]([C:23]1[CH:22]=[C:21]([CH:17]2[O:18][CH2:19][CH2:20][NH:15][CH2:16]2)[CH:26]=[CH:25][C:24]=1[NH:27][C:28]([NH:30][C:31]1[CH:36]=[CH:35][CH:34]=[C:33]([C:37]#[N:38])[CH:32]=1)=[O:29])#[N:40], predict the reactants needed to synthesize it. The reactants are: FC(F)(F)C(O)=O.C(OC([N:15]1[CH2:20][CH2:19][O:18][CH:17]([C:21]2[CH:26]=[CH:25][C:24]([NH:27][C:28]([NH:30][C:31]3[CH:36]=[CH:35][CH:34]=[C:33]([C:37]#[N:38])[CH:32]=3)=[O:29])=[C:23]([C:39]#[N:40])[CH:22]=2)[CH2:16]1)=O)(C)(C)C.[OH-].[Na+]. (2) Given the product [Cl:26][C:27]1[N:32]=[CH:31][C:30]([O:5][CH2:6][CH:7]2[CH2:12][CH2:11][N:10]([C:13]([O:15][C:16]([CH3:19])([CH3:18])[CH3:17])=[O:14])[CH2:9][CH2:8]2)=[CH:29][N:28]=1, predict the reactants needed to synthesize it. The reactants are: CS([O:5][CH2:6][CH:7]1[CH2:12][CH2:11][N:10]([C:13]([O:15][C:16]([CH3:19])([CH3:18])[CH3:17])=[O:14])[CH2:9][CH2:8]1)(=O)=O.C([O-])([O-])=O.[K+].[K+].[Cl:26][C:27]1[N:32]=[CH:31][C:30](O)=[CH:29][N:28]=1.O. (3) The reactants are: [NH2:1][C@H:2]([C:4]1([OH:27])[CH2:7][N:6]([C:8]([C:10]2[CH:15]=[CH:14][C:13]([F:16])=[C:12]([F:17])[C:11]=2[NH:18][C:19]2[CH:24]=[CH:23][C:22]([I:25])=[CH:21][C:20]=2[F:26])=[O:9])[CH2:5]1)[CH3:3].[CH2:28]=O.[BH4-].[Na+]. Given the product [F:17][C:12]1[C:11]([NH:18][C:19]2[CH:24]=[CH:23][C:22]([I:25])=[CH:21][C:20]=2[F:26])=[C:10]([C:8]([N:6]2[CH2:7][C:4]([C@@H:2]([NH:1][CH3:28])[CH3:3])([OH:27])[CH2:5]2)=[O:9])[CH:15]=[CH:14][C:13]=1[F:16], predict the reactants needed to synthesize it. (4) Given the product [Cl:1][C:2]1[CH:3]=[CH:4][C:5]2[O:11][CH2:10][CH:9]3[CH2:12][N:13]([C:16]([O:18][C:19]([CH3:21])([CH3:20])[CH3:22])=[O:17])[CH2:14][CH2:15][N:8]3[CH2:7][C:6]=2[CH:24]=1, predict the reactants needed to synthesize it. The reactants are: [Cl:1][C:2]1[CH:3]=[CH:4][C:5]2[O:11][CH2:10][CH:9]3[CH2:12][N:13]([C:16]([O:18][C:19]([CH3:22])([CH3:21])[CH3:20])=[O:17])[CH2:14][CH2:15][N:8]3[C:7](=O)[C:6]=2[CH:24]=1.B.O1CCCC1.CO.[OH-].[Na+]. (5) Given the product [NH:21]1[CH2:20][CH2:19][N:18]=[C:17]1[N:10]1[CH2:9][CH2:8][C:7]2[C:12](=[CH:13][C:4]([N+:1]([O-:3])=[O:2])=[CH:5][CH:6]=2)[CH2:11]1, predict the reactants needed to synthesize it. The reactants are: [N+:1]([C:4]1[CH:13]=[C:12]2[C:7]([CH2:8][CH2:9][NH:10][CH2:11]2)=[CH:6][CH:5]=1)([O-:3])=[O:2].I.CS[C:17]1[NH:18][CH2:19][CH2:20][N:21]=1.CO. (6) Given the product [CH3:21][C:18]1([CH3:22])[CH2:19][O:20][B:15]([C:2]2[CH:3]=[CH:4][C:5]([F:14])=[C:6]([C:8]3[CH:13]=[N:12][CH:11]=[CH:10][N:9]=3)[CH:7]=2)[O:16][CH2:17]1, predict the reactants needed to synthesize it. The reactants are: Br[C:2]1[CH:3]=[CH:4][C:5]([F:14])=[C:6]([C:8]2[CH:13]=[N:12][CH:11]=[CH:10][N:9]=2)[CH:7]=1.[B:15]1([B:15]2[O:20][CH2:19][C:18]([CH3:22])([CH3:21])[CH2:17][O:16]2)[O:20][CH2:19][C:18]([CH3:22])([CH3:21])[CH2:17][O:16]1.O1CCOCC1.C([O-])(=O)C.[K+]. (7) Given the product [CH:1]1([C:7]2([CH3:21])[C:11](=[O:12])[N:10]([CH2:13][C:14]([N:16]([O:18][CH3:19])[CH3:17])=[O:15])[C:9](=[O:20])[N:8]2[CH3:22])[CH2:2][CH2:3][CH2:4][CH2:5][CH2:6]1, predict the reactants needed to synthesize it. The reactants are: [CH:1]1([C:7]2([CH3:21])[C:11](=[O:12])[N:10]([CH2:13][C:14]([N:16]([O:18][CH3:19])[CH3:17])=[O:15])[C:9](=[O:20])[NH:8]2)[CH2:6][CH2:5][CH2:4][CH2:3][CH2:2]1.[C:22]([O-])([O-])=O.[Cs+].[Cs+].CN(C=O)C.CI. (8) Given the product [Cl:15][C:16]1[CH:21]=[CH:20][C:19]([NH:22][CH2:10][CH2:9][C:6]2[CH:7]=[CH:8][C:3]([C:2]([F:14])([F:13])[F:1])=[CH:4][CH:5]=2)=[CH:18][C:17]=1[O:23][CH3:24], predict the reactants needed to synthesize it. The reactants are: [F:1][C:2]([F:14])([F:13])[C:3]1[CH:8]=[CH:7][C:6]([CH2:9][C:10](O)=O)=[CH:5][CH:4]=1.[Cl:15][C:16]1[CH:21]=[CH:20][C:19]([NH2:22])=[CH:18][C:17]=1[O:23][CH3:24]. (9) Given the product [Cl:1][C:2]1[CH:17]=[C:16]([CH:15]=[CH:14][C:3]=1[O:4][C:5]1[CH:13]=[CH:12][CH:11]=[C:10]2[C:6]=1[CH:7]=[CH:8][NH:9]2)[NH2:18], predict the reactants needed to synthesize it. The reactants are: [Cl:1][C:2]1[CH:17]=[C:16]([N+:18]([O-])=O)[CH:15]=[CH:14][C:3]=1[O:4][C:5]1[CH:13]=[CH:12][CH:11]=[C:10]2[C:6]=1[CH:7]=[CH:8][NH:9]2.C(O)C.[Cl-].[Ca+2].[Cl-].